Task: Predict the reaction yield, written as a fraction of the theoretical maximum amount of product (1.0 means a 100% yield; for example, 0.34 means a 34% yield).. Dataset: Reaction yield outcomes from USPTO patents with 853,638 reactions (1) The reactants are [CH2:1]([O:3][C:4]([N:6]1[CH2:11][CH2:10][CH:9]([NH2:12])[CH2:8][CH2:7]1)=[O:5])[CH3:2].Cl[C:14]1[CH:15]=[C:16]([C:23]([F:26])([F:25])[F:24])[CH:17]=[CH:18][C:19]=1[N+:20]([O-:22])=[O:21].C(=O)([O-])[O-].[Na+].[Na+]. The catalyst is CN(C)C=O.O.C(OCC)(=O)C.[I-].[K+]. The product is [N+:20]([C:19]1[CH:14]=[CH:15][C:16]([C:23]([F:24])([F:25])[F:26])=[CH:17][C:18]=1[NH:12][CH:9]1[CH2:8][CH2:7][N:6]([C:4]([O:3][CH2:1][CH3:2])=[O:5])[CH2:11][CH2:10]1)([O-:22])=[O:21]. The yield is 0.400. (2) The reactants are [Cl:1][C:2]1[CH:3]=[C:4]([C:37]2[CH:42]=[CH:41][C:40]([F:43])=[CH:39][CH:38]=2)[CH:5]=[C:6]([Cl:36])[C:7]=1[CH2:8][C@@H:9]1[CH2:13][C@@H:12]([CH2:14][O:15]C(C2C=CC=CC=2)(C2C=CC=CC=2)C2C=CC=CC=2)[O:11][C:10]1=[O:35].C(=O)(O)[O-].[Na+]. The catalyst is ClCCl.CO.Cl. The product is [Cl:1][C:2]1[CH:3]=[C:4]([C:37]2[CH:38]=[CH:39][C:40]([F:43])=[CH:41][CH:42]=2)[CH:5]=[C:6]([Cl:36])[C:7]=1[CH2:8][C@@H:9]1[CH2:13][C@@H:12]([CH2:14][OH:15])[O:11][C:10]1=[O:35]. The yield is 0.440. (3) The reactants are [CH3:1][C:2]1[C:10]([CH3:11])=[C:9]([CH3:12])[C:8]([CH3:13])=[C:7]([CH3:14])[C:3]=1[C:4]([OH:6])=O.[NH2:15][C@@H:16]1[C@H:20]2[O:21][CH2:22][C@H:23]([NH:24][C:25]([CH:27]3[CH2:29][CH2:28]3)=[O:26])[C@H:19]2[O:18][CH2:17]1. No catalyst specified. The product is [CH:27]1([C:25]([NH:24][C@@H:23]2[C@H:19]3[O:18][CH2:17][C@H:16]([NH:15][C:4](=[O:6])[C:3]4[C:7]([CH3:14])=[C:8]([CH3:13])[C:9]([CH3:12])=[C:10]([CH3:11])[C:2]=4[CH3:1])[C@H:20]3[O:21][CH2:22]2)=[O:26])[CH2:28][CH2:29]1. The yield is 0.709. (4) The reactants are [F:1][C:2]1[CH:3]=[C:4]([CH:22]=[CH:23][CH:24]=1)[CH2:5][O:6][C:7]1[CH:8]=[C:9]2[C:14](=[CH:15][CH:16]=1)[C:13](=[O:17])[N:12]([CH:18]([CH3:21])[CH2:19][OH:20])[CH2:11][CH2:10]2.[H-].[Na+].[CH3:27]I.O. The catalyst is CN(C=O)C. The product is [F:1][C:2]1[CH:3]=[C:4]([CH:22]=[CH:23][CH:24]=1)[CH2:5][O:6][C:7]1[CH:8]=[C:9]2[C:14](=[CH:15][CH:16]=1)[C:13](=[O:17])[N:12]([CH:18]([CH3:21])[CH2:19][O:20][CH3:27])[CH2:11][CH2:10]2. The yield is 0.430.